This data is from Peptide-MHC class II binding affinity with 134,281 pairs from IEDB. The task is: Regression. Given a peptide amino acid sequence and an MHC pseudo amino acid sequence, predict their binding affinity value. This is MHC class II binding data. (1) The peptide sequence is GMTGMLWETSLLDPE. The MHC is HLA-DQA10401-DQB10402 with pseudo-sequence HLA-DQA10401-DQB10402. The binding affinity (normalized) is 0.388. (2) The peptide sequence is SGGFSTTVSTEQNVP. The MHC is HLA-DPA10201-DPB10501 with pseudo-sequence HLA-DPA10201-DPB10501. The binding affinity (normalized) is 0.177. (3) The peptide sequence is MPPELNTARLMAGAG. The MHC is DRB1_0401 with pseudo-sequence DRB1_0401. The binding affinity (normalized) is 0.309. (4) The peptide sequence is MIRIIAQGPKATFEA. The MHC is HLA-DPA10201-DPB11401 with pseudo-sequence HLA-DPA10201-DPB11401. The binding affinity (normalized) is 0. (5) The peptide sequence is DVNASFRAAMATTAN. The MHC is DRB5_0101 with pseudo-sequence DRB5_0101. The binding affinity (normalized) is 0.572. (6) The peptide sequence is NTAVAKCNVNHDAEF. The MHC is DRB1_0101 with pseudo-sequence DRB1_0101. The binding affinity (normalized) is 0. (7) The peptide sequence is TKVIMGAVLIWVGIN. The MHC is DRB1_0405 with pseudo-sequence DRB1_0405. The binding affinity (normalized) is 0.